Dataset: Forward reaction prediction with 1.9M reactions from USPTO patents (1976-2016). Task: Predict the product of the given reaction. (1) Given the reactants Cl.[C:2]1([CH2:8][N:9]2[CH2:16][CH2:15][CH2:14][C@H:10]2[C:11]([OH:13])=O)[CH:7]=[CH:6][CH:5]=[CH:4][CH:3]=1.[CH:17]1[CH:18]=CC2N(O)N=[N:23][C:21]=2[CH:22]=1.CN1CCOCC1.N1CCCC1.CCN=C=NCCCN(C)C, predict the reaction product. The product is: [C:2]1([CH2:8][N:9]2[CH2:16][CH2:15][CH2:14][C@H:10]2[C:11]([N:23]2[CH2:18][CH2:17][CH2:22][CH2:21]2)=[O:13])[CH:3]=[CH:4][CH:5]=[CH:6][CH:7]=1. (2) Given the reactants [N+](C1C=CC=CC=1CC(OC(C)(C)C)=O)([O-])=O.[N+:18]([C:21]1[CH:26]=[CH:25][CH:24]=[CH:23][C:22]=1[CH:27]([C:35](OC(C)(C)C)=O)[C:28]([O:30][C:31]([CH3:34])([CH3:33])[CH3:32])=[O:29])([O-:20])=[O:19].C([O-])([O-])=O.[K+].[K+].C=O, predict the reaction product. The product is: [N+:18]([C:21]1[CH:26]=[CH:25][CH:24]=[CH:23][C:22]=1[C:27](=[CH2:35])[C:28]([O:30][C:31]([CH3:33])([CH3:32])[CH3:34])=[O:29])([O-:20])=[O:19]. (3) Given the reactants [CH2:1]([O:3][C:4]([C@@H:6]1[CH2:8][C@H:7]1[C:9]1[CH:14]=[CH:13][C:12]([O:15]C)=[CH:11][CH:10]=1)=[O:5])[CH3:2].B(Br)(Br)Br.C(O)C, predict the reaction product. The product is: [CH2:1]([O:3][C:4]([C@@H:6]1[CH2:8][C@H:7]1[C:9]1[CH:10]=[CH:11][C:12]([OH:15])=[CH:13][CH:14]=1)=[O:5])[CH3:2]. (4) Given the reactants [CH2:1]1[CH2:10][O:9][C:8]2[CH:7]=[CH:6][C:5]([NH:11][C:12]3[N:17]=[C:16]([NH:18][C:19]4[CH:24]=[CH:23][C:22]5[O:25][CH2:26][CH2:27][O:28][C:21]=5[CH:20]=4)[C:15]([C:29]4[CH:34]=[CH:33][CH:32]=[CH:31][CH:30]=4)=[CH:14][N:13]=3)=[CH:4][C:3]=2[O:2]1.[CH3:35][O:36][C:37](C1C=CC(B(O)O)=CC=1)=[O:38], predict the reaction product. The product is: [CH2:1]1[CH2:10][O:9][C:8]2[CH:7]=[CH:6][C:5]([NH:11][C:12]3[N:17]=[C:16]([NH:18][C:19]4[CH:24]=[CH:23][C:22]5[O:25][CH2:26][CH2:27][O:28][C:21]=5[CH:20]=4)[C:15]([C:29]4[CH:34]=[CH:33][C:32]([C:37]([O:36][CH3:35])=[O:38])=[CH:31][CH:30]=4)=[CH:14][N:13]=3)=[CH:4][C:3]=2[O:2]1. (5) Given the reactants [Cl:1][C:2]1[CH:7]=[CH:6][C:5]([S:8]([N:11]2CC3C=NNC=3N3C=C(C)N=C23)(=[O:10])=[O:9])=[CH:4][CH:3]=1.ClC1C=CC(S(N2CC3C=NNC=3N3C(C)=CN=C23)(=O)=O)=CC=1.[I:47][C:48]1[C:52]([CH:53]=O)=[CH:51][N:50]([CH2:55][O:56][CH2:57][CH2:58][Si:59]([CH3:62])([CH3:61])[CH3:60])[N:49]=1.ClC1C=CC(S(N)(=O)=O)=CC=1.C1(NC(C)CC(OC(C)(C)C)=O)C=CC=CC=1, predict the reaction product. The product is: [Cl:1][C:2]1[CH:3]=[CH:4][C:5]([S:8]([NH:11][CH2:53][C:52]2[C:48]([I:47])=[N:49][N:50]([CH2:55][O:56][CH2:57][CH2:58][Si:59]([CH3:62])([CH3:61])[CH3:60])[CH:51]=2)(=[O:9])=[O:10])=[CH:6][CH:7]=1. (6) The product is: [CH2:18]([N:15]([P:9]([N:10]([CH2:11][CH3:12])[CH2:13][CH3:14])[CH2:3][Si:4]([CH3:7])([CH3:6])[CH3:5])[CH2:16][CH3:17])[CH3:19]. Given the reactants [Mg].Cl[CH2:3][Si:4]([CH3:7])([CH3:6])[CH3:5].Cl[P:9]([N:15]([CH2:18][CH3:19])[CH2:16][CH3:17])[N:10]([CH2:13][CH3:14])[CH2:11][CH3:12], predict the reaction product. (7) The product is: [C:9](/[C:8](/[C:5]1[CH:4]=[CH:3][C:2]([NH:1][S:23]([C:17]2[CH:18]=[CH:19][CH:20]=[C:21]([CH3:22])[C:16]=2[CH3:15])(=[O:25])=[O:24])=[CH:7][CH:6]=1)=[CH:11]\[N:12]([CH3:13])[CH3:14])#[N:10]. Given the reactants [NH2:1][C:2]1[CH:7]=[CH:6][C:5](/[C:8](=[CH:11]/[N:12]([CH3:14])[CH3:13])/[C:9]#[N:10])=[CH:4][CH:3]=1.[CH3:15][C:16]1[C:21]([CH3:22])=[CH:20][CH:19]=[CH:18][C:17]=1[S:23](Cl)(=[O:25])=[O:24].O, predict the reaction product. (8) Given the reactants [Br:1][C:2]1[S:6][C:5]2=[C:7]([O:17]C)[C:8]3[CH:12]=[C:11]([Br:13])[S:10][C:9]=3[C:14]([O:15]C)=[C:4]2[CH:3]=1.B(Br)(Br)Br, predict the reaction product. The product is: [Br:13][C:11]1[S:10][C:9]2[C:14]([OH:15])=[C:4]3[CH:3]=[C:2]([Br:1])[S:6][C:5]3=[C:7]([OH:17])[C:8]=2[CH:12]=1. (9) Given the reactants C[N:2]([C:19]1[CH:20]=[N:21][CH:22]=[CH:23][C:24]=1N1CCCCC1C)[C:3](=O)C1C=C(C(F)(F)F)C=C(C(F)(F)F)C=1.[F:32][C:33]1[CH:38]=[CH:37][C:36](B(O)O)=[C:35]([O:42][CH3:43])[CH:34]=1, predict the reaction product. The product is: [F:32][C:33]1[CH:38]=[CH:37][C:36]([C:24]2[CH:23]=[CH:22][N:21]=[CH:20][C:19]=2[NH:2][CH3:3])=[C:35]([O:42][CH3:43])[CH:34]=1.